The task is: Predict the product of the given reaction.. This data is from Forward reaction prediction with 1.9M reactions from USPTO patents (1976-2016). Given the reactants [Cl:1][C:2]1[CH:3]=[C:4]2[C:9](=O)[O:8][C:6](=[O:7])[C:5]2=[CH:11][CH:12]=1.O.[NH2:14][NH2:15], predict the reaction product. The product is: [Cl:1][C:2]1[CH:3]=[C:4]2[C:5](=[CH:11][CH:12]=1)[C:6](=[O:7])[NH:15][NH:14][C:9]2=[O:8].